Dataset: KCNQ2 potassium channel screen with 302,405 compounds. Task: Binary Classification. Given a drug SMILES string, predict its activity (active/inactive) in a high-throughput screening assay against a specified biological target. (1) The drug is s1c(c2oc(=O)c3c(n2)ccc(c3)C)ccc1. The result is 0 (inactive). (2) The drug is FC(F)(F)c1[nH]c(n/c(c1)=C1/C(=O)C=CC=C1)c1ccccc1. The result is 0 (inactive). (3) The compound is S(=O)(=O)(N(c1ccc(cc1)C(=O)Nc1cc2OCOc2cc1)C)C. The result is 0 (inactive). (4) The compound is O=c1n(c2c(n3c1ccc3)cccc2)CCC(=O)Nc1cc(cc(c1)C)C. The result is 0 (inactive). (5) The molecule is O=N/C(CCCCCCCCC)=c1\[nH]cccc1. The result is 1 (active). (6) The compound is O=C1CCCC(NCCc2c3c([nH]c2C)ccc(OC)c3)=C1C(=O)CCC. The result is 0 (inactive). (7) The molecule is S(Cc1n(c2ccccc2)c(SCC#C)nn1)c1sc2c(n1)cccc2. The result is 0 (inactive).